Dataset: Forward reaction prediction with 1.9M reactions from USPTO patents (1976-2016). Task: Predict the product of the given reaction. (1) Given the reactants [CH3:1][O:2][C:3]1[CH:12]=[CH:11][CH:10]=[CH:9][C:4]=1[C:5]([NH:7][NH2:8])=[O:6].[C:13]([O:17][C:18]([NH:20][C@@H:21]([CH3:43])[C:22]([NH:24][CH2:25][C:26]1[S:30][CH:29]=[C:28]([N:31]2[C:35]([C:36](O)=[O:37])=[CH:34][C:33]([C:39]([F:42])([F:41])[F:40])=[N:32]2)[CH:27]=1)=[O:23])=[O:19])([CH3:16])([CH3:15])[CH3:14].C(Cl)CCl, predict the reaction product. The product is: [CH3:1][O:2][C:3]1[CH:12]=[CH:11][CH:10]=[CH:9][C:4]=1[C:5]([NH:7][NH:8][C:36]([C:35]1[N:31]([C:28]2[CH:27]=[C:26]([CH2:25][NH:24][C:22](=[O:23])[C@@H:21]([NH:20][C:18](=[O:19])[O:17][C:13]([CH3:16])([CH3:14])[CH3:15])[CH3:43])[S:30][CH:29]=2)[N:32]=[C:33]([C:39]([F:40])([F:42])[F:41])[CH:34]=1)=[O:37])=[O:6]. (2) Given the reactants C[O:2][C:3](=[O:32])[CH2:4][O:5][C:6]1[CH:14]=[C:13]2[CH2:15][CH2:16][CH2:17][C:12]2=[C:11]2[C:7]=1[C:8]([C:27](=[O:31])[C:28]([NH2:30])=[O:29])=[C:9]([CH3:26])[N:10]2[CH2:18][C:19]1[CH:24]=[CH:23][C:22]([F:25])=[CH:21][CH:20]=1.[OH-].[Li+], predict the reaction product. The product is: [NH2:30][C:28](=[O:29])[C:27]([C:8]1[C:7]2[C:11](=[C:12]3[CH2:17][CH2:16][CH2:15][C:13]3=[CH:14][C:6]=2[O:5][CH2:4][C:3]([OH:32])=[O:2])[N:10]([CH2:18][C:19]2[CH:24]=[CH:23][C:22]([F:25])=[CH:21][CH:20]=2)[C:9]=1[CH3:26])=[O:31]. (3) Given the reactants Br[C:2]1[CH:10]=[C:9]2[C:5]([CH2:6][NH:7][C:8]2=[O:11])=[CH:4][CH:3]=1.C1C=CC(P(C2C=CC=CC=2)C2C=CC=CC=2)=CC=1.[CH3:31][N:32](C=O)C, predict the reaction product. The product is: [O:11]=[C:8]1[C:9]2[C:5](=[CH:4][CH:3]=[C:2]([C:31]#[N:32])[CH:10]=2)[CH2:6][NH:7]1. (4) Given the reactants Br[C:2]1[CH:3]=[N:4][C:5]2[N:6]([CH:8]=[C:9]([CH2:11][O:12][C:13]3[CH:18]=[CH:17][C:16]([F:19])=[CH:15][CH:14]=3)[N:10]=2)[CH:7]=1.[F:20][C:21]1[CH:26]=[CH:25][C:24](B(O)O)=[C:23]([OH:30])[CH:22]=1, predict the reaction product. The product is: [F:20][C:21]1[CH:26]=[CH:25][C:24]([C:2]2[CH:3]=[N:4][C:5]3[N:6]([CH:8]=[C:9]([CH2:11][O:12][C:13]4[CH:18]=[CH:17][C:16]([F:19])=[CH:15][CH:14]=4)[N:10]=3)[CH:7]=2)=[C:23]([OH:30])[CH:22]=1. (5) Given the reactants [Cl:1][C:2]1[CH:7]=[C:6]([Cl:8])[CH:5]=[CH:4][C:3]=1[C:9]1[C:17]2[O:16][CH:15]([CH2:18][NH2:19])[CH2:14][C:13]=2[CH:12]=[CH:11][CH:10]=1.C(N(C(C)C)CC)(C)C.Cl[C:30]([O:32][CH2:33][C:34]1[CH:39]=[CH:38][CH:37]=[CH:36][CH:35]=1)=[O:31].C1(C2C3OC(CNC(=O)OCC4C=CC=CC=4)CC=3C=CC=2)CCCC1, predict the reaction product. The product is: [CH2:33]([O:32][C:30](=[O:31])[NH:19][CH2:18][CH:15]1[CH2:14][C:13]2[CH:12]=[CH:11][CH:10]=[C:9]([C:3]3[CH:4]=[CH:5][C:6]([Cl:8])=[CH:7][C:2]=3[Cl:1])[C:17]=2[O:16]1)[C:34]1[CH:39]=[CH:38][CH:37]=[CH:36][CH:35]=1. (6) The product is: [OH:25][CH2:24][CH2:23][N:20]1[CH2:21][CH2:22][N:17]([C:7]2[C:8](=[O:16])[N:9]([CH2:10][CH2:11][O:12][CH2:13][CH2:14][CH3:15])[C:4]3[CH:3]=[C:2]([C:33]4[CH:32]=[N:31][C:30]([O:29][CH3:28])=[CH:35][CH:34]=4)[N:27]=[CH:26][C:5]=3[N:6]=2)[CH2:18][CH2:19]1. Given the reactants Cl[C:2]1[N:27]=[CH:26][C:5]2[N:6]=[C:7]([N:17]3[CH2:22][CH2:21][N:20]([CH2:23][CH2:24][OH:25])[CH2:19][CH2:18]3)[C:8](=[O:16])[N:9]([CH2:10][CH2:11][O:12][CH2:13][CH2:14][CH3:15])[C:4]=2[CH:3]=1.[CH3:28][O:29][C:30]1[CH:35]=[CH:34][C:33](B(O)O)=[CH:32][N:31]=1, predict the reaction product. (7) Given the reactants [Cl:1][C:2]1[CH:3]=[N:4][CH:5]=[C:6]([Cl:24])[C:7]=1[S:8][C:9]1[S:13][C:12]([C:14]([NH:16][CH2:17][C:18]([OH:20])=O)=[O:15])=[CH:11][C:10]=1[N+:21]([O-:23])=[O:22].[F:25][CH:26]([F:29])[CH2:27][NH2:28], predict the reaction product. The product is: [Cl:1][C:2]1[CH:3]=[N:4][CH:5]=[C:6]([Cl:24])[C:7]=1[S:8][C:9]1[S:13][C:12]([C:14]([NH:16][CH2:17][C:18]([NH:28][CH2:27][CH:26]([F:29])[F:25])=[O:20])=[O:15])=[CH:11][C:10]=1[N+:21]([O-:23])=[O:22]. (8) Given the reactants Cl.[CH2:2]([NH:6][C:7]1[C:15]2[C:10](=[CH:11][C:12]([Cl:22])=[C:13]([C:16]3[CH:21]=[CH:20][CH:19]=[CH:18][CH:17]=3)[CH:14]=2)[N:9](COCC[Si](C)(C)C)[N:8]=1)[CH2:3][CH2:4][CH3:5], predict the reaction product. The product is: [CH2:2]([NH:6][C:7]1[C:15]2[C:10](=[CH:11][C:12]([Cl:22])=[C:13]([C:16]3[CH:17]=[CH:18][CH:19]=[CH:20][CH:21]=3)[CH:14]=2)[NH:9][N:8]=1)[CH2:3][CH2:4][CH3:5]. (9) Given the reactants [I:1][C:2]1[CH:3]=[C:4]([CH:6]=[CH:7][CH:8]=1)[NH2:5].Br[CH2:10][CH2:11][C:12]([O:14][CH2:15][CH3:16])=[O:13].IC1C=C(N[C@H](C([O-])=O)C)C=CC=1.[O-:30][C:31]#[N:32].[Na+], predict the reaction product. The product is: [NH2:32][C:31]([N:5]([C:4]1[CH:6]=[CH:7][CH:8]=[C:2]([I:1])[CH:3]=1)[C@H:11]([C:12]([O:14][CH2:15][CH3:16])=[O:13])[CH3:10])=[O:30]. (10) Given the reactants [Cl:1][C:2]1[C:3]([NH:19][C:20]2[CH:24]=[C:23]([O:25][CH:26]([CH3:28])[CH3:27])[NH:22][N:21]=2)=[N:4][C:5]([NH:9][C@H:10]([C:12]2[CH:17]=[CH:16][C:15]([F:18])=[CH:14][N:13]=2)[CH3:11])=[N:6][C:7]=1Cl.[OH-].[NH4+:30], predict the reaction product. The product is: [Cl:1][C:2]1[C:3]([NH:19][C:20]2[CH:24]=[C:23]([O:25][CH:26]([CH3:28])[CH3:27])[NH:22][N:21]=2)=[N:4][C:5]([NH:9][C@H:10]([C:12]2[CH:17]=[CH:16][C:15]([F:18])=[CH:14][N:13]=2)[CH3:11])=[N:6][C:7]=1[NH2:30].